This data is from Full USPTO retrosynthesis dataset with 1.9M reactions from patents (1976-2016). The task is: Predict the reactants needed to synthesize the given product. (1) Given the product [CH3:1][O:2][C:3]1[CH:4]=[C:5]([CH:11]=[CH:12][C:13]=1[O:14][CH2:15][C:16]1[N:17]=[C:18]([CH2:21][C:22]2[CH:23]=[CH:24][C:25]([NH:28][C:43]([NH:42][C:37]3[CH:38]=[CH:39][CH:40]=[CH:41][C:36]=3[CH3:45])=[O:44])=[CH:26][CH:27]=2)[S:19][CH:20]=1)[C:6]([O:8][CH2:9][CH3:10])=[O:7], predict the reactants needed to synthesize it. The reactants are: [CH3:1][O:2][C:3]1[CH:4]=[C:5]([CH:11]=[CH:12][C:13]=1[O:14][CH2:15][C:16]1[N:17]=[C:18]([CH2:21][C:22]2[CH:27]=[CH:26][C:25]([NH2:28])=[CH:24][CH:23]=2)[S:19][CH:20]=1)[C:6]([O:8][CH2:9][CH3:10])=[O:7].C(N(CC)CC)C.[C:36]1([CH3:45])[C:37]([N:42]=[C:43]=[O:44])=[CH:38][CH:39]=[CH:40][CH:41]=1. (2) Given the product [CH3:1][C:2]1[CH:3]=[C:4]([CH:8]=[C:9]([CH3:11])[CH:10]=1)[C:5]([Cl:14])=[O:6], predict the reactants needed to synthesize it. The reactants are: [CH3:1][C:2]1[CH:3]=[C:4]([CH:8]=[C:9]([CH3:11])[CH:10]=1)[C:5](O)=[O:6].S(Cl)([Cl:14])=O. (3) Given the product [Cl:1][C:2]([Cl:9])([Cl:8])[CH2:3][O:4][C:5](=[O:6])[NH:35][C:16]1[N:17]([C:19]2[CH:24]=[CH:23][CH:22]=[C:21]([O:25][CH2:26][CH2:27][O:28][CH:29]3[CH2:34][CH2:33][CH2:32][CH2:31][O:30]3)[CH:20]=2)[N:18]=[C:14]([C:10]([CH3:13])([CH3:12])[CH3:11])[CH:15]=1, predict the reactants needed to synthesize it. The reactants are: [Cl:1][C:2]([Cl:9])([Cl:8])[CH2:3][O:4][C:5](Cl)=[O:6].[C:10]([C:14]1[CH:15]=[C:16]([NH2:35])[N:17]([C:19]2[CH:24]=[CH:23][CH:22]=[C:21]([O:25][CH2:26][CH2:27][O:28][CH:29]3[CH2:34][CH2:33][CH2:32][CH2:31][O:30]3)[CH:20]=2)[N:18]=1)([CH3:13])([CH3:12])[CH3:11]. (4) Given the product [Cl:12][C:13]1[CH:18]=[C:17]([C:19]2([C:20]([F:23])([F:21])[F:22])[S:10][C:6]3[CH:5]=[CH:4][C:3]([O:2][CH3:1])=[CH:11][C:7]=3[CH2:24]2)[CH:16]=[C:15]([Cl:25])[CH:14]=1, predict the reactants needed to synthesize it. The reactants are: [CH3:1][O:2][C:3]1[CH:4]=[CH:5][C:6]2[S:10]N=N[C:7]=2[CH:11]=1.[Cl:12][C:13]1[CH:18]=[C:17]([C:19](=[CH2:24])[C:20]([F:23])([F:22])[F:21])[CH:16]=[C:15]([Cl:25])[CH:14]=1.